Task: Predict which catalyst facilitates the given reaction.. Dataset: Catalyst prediction with 721,799 reactions and 888 catalyst types from USPTO Reactant: [Li+].C[Si]([N-][Si](C)(C)C)(C)C.[CH3:11][O:12][C:13]([C@@:15]1([CH2:29][CH:30]([CH3:32])[CH3:31])[CH2:19][C:18](=[O:20])[N:17]([C:21]2[C:26]([CH3:27])=[CH:25][CH:24]=[CH:23][C:22]=2[CH3:28])[CH2:16]1)=[O:14].I[CH3:34].[NH4+].[Cl-]. Product: [CH3:11][O:12][C:13]([C@@:15]1([CH2:29][CH:30]([CH3:32])[CH3:31])[CH:19]([CH3:34])[C:18](=[O:20])[N:17]([C:21]2[C:26]([CH3:27])=[CH:25][CH:24]=[CH:23][C:22]=2[CH3:28])[CH2:16]1)=[O:14]. The catalyst class is: 1.